Dataset: Reaction yield outcomes from USPTO patents with 853,638 reactions. Task: Predict the reaction yield, written as a fraction of the theoretical maximum amount of product (1.0 means a 100% yield; for example, 0.34 means a 34% yield). (1) The reactants are C[N:2](C)/C=C/C(C1SC(N2CCN(CC3C=CC(C(F)(F)F)=CC=3)C2=O)=NC=1C)=O.C[N:32](C)/[C:33](/[CH3:60])=[CH:34]/[C:35]([C:37]1[S:41][C:40]([N:42]2[CH2:46][CH2:45][N:44]([CH2:47][C:48]3[CH:53]=[CH:52][C:51]([C:54]([F:57])([F:56])[F:55])=[CH:50][CH:49]=3)[C:43]2=[O:58])=[N:39][C:38]=1[CH3:59])=O.O.NN. No catalyst specified. The product is [CH3:59][C:38]1[N:39]=[C:40]([N:42]2[CH2:46][CH2:45][N:44]([CH2:47][C:48]3[CH:49]=[CH:50][C:51]([C:54]([F:56])([F:55])[F:57])=[CH:52][CH:53]=3)[C:43]2=[O:58])[S:41][C:37]=1[C:35]1[CH:34]=[C:33]([CH3:60])[NH:32][N:2]=1. The yield is 0.670. (2) The reactants are [C:1]([C:4]1[CH:9]=[CH:8][C:7]([CH2:10][C:11]([O:13][CH2:14][CH3:15])=[O:12])=[CH:6][CH:5]=1)(=[O:3])[CH3:2].[Br:16]Br. The catalyst is C(Cl)Cl. The product is [Br:16][CH2:2][C:1]([C:4]1[CH:9]=[CH:8][C:7]([CH2:10][C:11]([O:13][CH2:14][CH3:15])=[O:12])=[CH:6][CH:5]=1)=[O:3]. The yield is 0.990. (3) The reactants are [C:1]([C:5]1[CH:6]=[C:7]([NH2:18])[N:8]([C:10]2[CH:15]=[CH:14][C:13]([O:16]C)=[CH:12][CH:11]=2)[N:9]=1)([CH3:4])([CH3:3])[CH3:2].[Cl-].[Cl-].[Cl-].[Al+3].C([O-])(O)=O.[Na+]. The catalyst is C(Cl)Cl. The product is [NH2:18][C:7]1[N:8]([C:10]2[CH:15]=[CH:14][C:13]([OH:16])=[CH:12][CH:11]=2)[N:9]=[C:5]([C:1]([CH3:4])([CH3:3])[CH3:2])[CH:6]=1. The yield is 0.530.